This data is from TCR-epitope binding with 47,182 pairs between 192 epitopes and 23,139 TCRs. The task is: Binary Classification. Given a T-cell receptor sequence (or CDR3 region) and an epitope sequence, predict whether binding occurs between them. (1) The epitope is EHPTFTSQYRIQGKL. The TCR CDR3 sequence is CASSQALGPPVPAFF. Result: 0 (the TCR does not bind to the epitope). (2) Result: 0 (the TCR does not bind to the epitope). The TCR CDR3 sequence is CASSQESGTEAFF. The epitope is YLQPRTFLL. (3) The epitope is LLLGIGILV. The TCR CDR3 sequence is CASSELGTSNEQYF. Result: 1 (the TCR binds to the epitope).